Dataset: Catalyst prediction with 721,799 reactions and 888 catalyst types from USPTO. Task: Predict which catalyst facilitates the given reaction. (1) Reactant: [OH-:1].[CH3:2][N+:3]([CH3:6])([CH3:5])[CH3:4].C([O:9][Si:10]([O:17]CC)([O:14]CC)[O:11]CC)C. Product: [Si:10]([O-:17])([O-:14])([O-:11])[O-:9].[OH-:1].[CH3:2][N+:3]([CH3:6])([CH3:5])[CH3:4].[CH3:2][N+:3]([CH3:6])([CH3:5])[CH3:4].[CH3:2][N+:3]([CH3:6])([CH3:5])[CH3:4].[CH3:2][N+:3]([CH3:6])([CH3:5])[CH3:4].[CH3:2][N+:3]([CH3:6])([CH3:5])[CH3:4]. The catalyst class is: 6. (2) Reactant: [C:1]([O-])([O-])=O.[K+].[K+].CI.[C:9]([O:13][C:14]([N:16]1[C:21]2[CH:22]=[C:23]([OH:27])[C:24]([Cl:26])=[CH:25][C:20]=2[O:19][CH:18]([C:28]([N:30]2[CH2:35][CH2:34][C:33]([C:44]#[N:45])([CH2:36][C:37]3[CH:42]=[CH:41][C:40]([F:43])=[CH:39][CH:38]=3)[CH2:32][CH2:31]2)=[O:29])[CH2:17]1)=[O:15])([CH3:12])([CH3:11])[CH3:10]. Product: [C:9]([O:13][C:14]([N:16]1[C:21]2[CH:22]=[C:23]([O:27][CH3:1])[C:24]([Cl:26])=[CH:25][C:20]=2[O:19][CH:18]([C:28]([N:30]2[CH2:35][CH2:34][C:33]([C:44]#[N:45])([CH2:36][C:37]3[CH:38]=[CH:39][C:40]([F:43])=[CH:41][CH:42]=3)[CH2:32][CH2:31]2)=[O:29])[CH2:17]1)=[O:15])([CH3:12])([CH3:10])[CH3:11]. The catalyst class is: 21.